Dataset: Peptide-MHC class II binding affinity with 134,281 pairs from IEDB. Task: Regression. Given a peptide amino acid sequence and an MHC pseudo amino acid sequence, predict their binding affinity value. This is MHC class II binding data. (1) The binding affinity (normalized) is 0.444. The peptide sequence is FKDTSMQKTIPLVAL. The MHC is HLA-DQA10501-DQB10302 with pseudo-sequence HLA-DQA10501-DQB10302. (2) The MHC is HLA-DPA10201-DPB11401 with pseudo-sequence HLA-DPA10201-DPB11401. The binding affinity (normalized) is 0.0501. The peptide sequence is RNITGTSSTPEAVSL. (3) The peptide sequence is GELQIVDKINAAFKI. The MHC is DRB1_0701 with pseudo-sequence DRB1_0701. The binding affinity (normalized) is 0.596. (4) The peptide sequence is VWGQKYFKGNFERLA. The MHC is HLA-DQA10104-DQB10503 with pseudo-sequence HLA-DQA10104-DQB10503. The binding affinity (normalized) is 0.0493. (5) The peptide sequence is YKALPVVLENARILK. The MHC is HLA-DQA10501-DQB10301 with pseudo-sequence HLA-DQA10501-DQB10301. The binding affinity (normalized) is 0.378.